The task is: Predict the product of the given reaction.. This data is from Forward reaction prediction with 1.9M reactions from USPTO patents (1976-2016). (1) Given the reactants ClC(N(C)C)=C(C)C.[C:9]([NH:17][C:18]([NH:20][C:21]1([C:35]2[CH:40]=[N:39][CH:38]=[CH:37][N:36]=2)[CH:25]([CH2:26]O)[CH2:24][N:23]([C:28]([O:30][C:31]([CH3:34])([CH3:33])[CH3:32])=[O:29])[CH2:22]1)=[S:19])(=[O:16])[C:10]1[CH:15]=[CH:14][CH:13]=[CH:12][CH:11]=1.C(=O)([O-])[O-].[Na+].[Na+], predict the reaction product. The product is: [C:9]([NH:17][C:18]1[S:19][CH2:26][CH:25]2[CH2:24][N:23]([C:28]([O:30][C:31]([CH3:34])([CH3:33])[CH3:32])=[O:29])[CH2:22][C:21]2([C:35]2[CH:40]=[N:39][CH:38]=[CH:37][N:36]=2)[N:20]=1)(=[O:16])[C:10]1[CH:15]=[CH:14][CH:13]=[CH:12][CH:11]=1. (2) Given the reactants BrC1C=CC(O)=C(C2(O)C3C(=CC=CC=3)N(CCCCC)C2=O)C=1.[Cl:25][C:26]1[C:31]([Cl:32])=[CH:30][C:29]([C:33]2(O)[C:41]3[C:36](=[CH:37][CH:38]=[CH:39][CH:40]=3)[N:35]([CH2:42][CH2:43][CH2:44][CH2:45][CH3:46])[C:34]2=[O:47])=[C:28]([OH:49])[CH:27]=1, predict the reaction product. The product is: [Cl:25][C:26]1[C:31]([Cl:32])=[CH:30][C:29]([CH:33]2[C:41]3[C:36](=[CH:37][CH:38]=[CH:39][CH:40]=3)[N:35]([CH2:42][CH2:43][CH2:44][CH2:45][CH3:46])[C:34]2=[O:47])=[C:28]([OH:49])[CH:27]=1. (3) Given the reactants [CH3:1][C:2]1([CH3:12])[C:7](=[O:8])[CH2:6][C:5](=[O:9])[C:4]([CH3:11])([CH3:10])[O:3]1.C1(C)C=CC=CC=1.C([O-])(=O)C.C([O-])(=O)C.C([O-])(=O)C.[Br:32][C:33]1[CH:38]=[CH:37][C:36]([C:39]2[CH:44]=[CH:43][C:42]([Cl:45])=[CH:41][CH:40]=2)=[CH:35][C:34]=1[Pb+3], predict the reaction product. The product is: [Br:32][C:33]1[CH:34]=[CH:35][C:36]([C:39]2[CH:44]=[CH:43][C:42]([Cl:45])=[CH:41][CH:40]=2)=[CH:37][C:38]=1[CH:6]1[C:7](=[O:8])[C:2]([CH3:12])([CH3:1])[O:3][C:4]([CH3:11])([CH3:10])[C:5]1=[O:9]. (4) Given the reactants ClC1C(N)=C2C(C(OC)=CC=N2)=CC=1.[NH2:15][C:16]1[C:17]([C:26]([C:28]2[CH:33]=[CH:32][C:31]([C:34]([F:37])([F:36])[F:35])=[CH:30][CH:29]=2)=O)=[CH:18][CH:19]=[C:20]2[C:25]=1[N:24]=[CH:23][CH:22]=[CH:21]2.[CH3:38][NH:39][S:40](Cl)(=[O:42])=[O:41].[BH4-].[Na+], predict the reaction product. The product is: [CH3:38][N:39]1[S:40](=[O:42])(=[O:41])[NH:15][C:16]2[C:25]3[C:20](=[CH:21][CH:22]=[CH:23][N:24]=3)[CH:19]=[CH:18][C:17]=2[CH:26]1[C:28]1[CH:33]=[CH:32][C:31]([C:34]([F:37])([F:36])[F:35])=[CH:30][CH:29]=1. (5) Given the reactants [Cl:1][C:2]1[CH:10]=[CH:9][C:8]2[NH:7][C:6]3[CH2:11][CH:12]([CH3:16])[N:13]([CH3:15])[CH2:14][C:5]=3[C:4]=2[CH:3]=1.N1CCC[C@H]1C(O)=O.P([O-])([O-])([O-])=O.[K+].[K+].[K+].Br[CH:34]=[C:35]([C:37]1[CH:38]=[CH:39][C:40]([CH3:43])=[N:41][CH:42]=1)[CH3:36], predict the reaction product. The product is: [Cl:1][C:2]1[CH:10]=[CH:9][C:8]2[N:7](/[CH:34]=[C:35](/[C:37]3[CH:42]=[N:41][C:40]([CH3:43])=[CH:39][CH:38]=3)\[CH3:36])[C:6]3[CH2:11][CH:12]([CH3:16])[N:13]([CH3:15])[CH2:14][C:5]=3[C:4]=2[CH:3]=1. (6) Given the reactants [CH3:1][C:2]1[CH:7]=[C:6]([CH3:8])[N:5]=[C:4]([N:9]2[CH2:16][CH:15]3[CH:11]([CH2:12][NH:13][CH2:14]3)[CH2:10]2)[N:3]=1.[CH3:17][O:18][C:19]1[CH:27]=[CH:26][CH:25]=[C:24]([O:28][CH3:29])[C:20]=1[C:21](O)=[O:22], predict the reaction product. The product is: [CH3:29][O:28][C:24]1[CH:25]=[CH:26][CH:27]=[C:19]([O:18][CH3:17])[C:20]=1[C:21]([N:13]1[CH2:14][CH:15]2[CH:11]([CH2:10][N:9]([C:4]3[N:5]=[C:6]([CH3:8])[CH:7]=[C:2]([CH3:1])[N:3]=3)[CH2:16]2)[CH2:12]1)=[O:22].